Dataset: Catalyst prediction with 721,799 reactions and 888 catalyst types from USPTO. Task: Predict which catalyst facilitates the given reaction. (1) Reactant: [Cl:1][C:2]1[C:10]([O:11][CH2:12][CH2:13][CH2:14][O:15][Si:16]([C:19]([CH3:22])([CH3:21])[CH3:20])([CH3:18])[CH3:17])=[CH:9][C:8]([C:23]2[N:24]([C:34]([O:36][C:37]([CH3:40])([CH3:39])[CH3:38])=[O:35])[C:25]3[C:30]([CH:31]=2)=[CH:29][C:28]([CH:32]=O)=[CH:27][CH:26]=3)=[C:7]2[C:3]=1[CH2:4][NH:5][C:6]2=[O:41].[CH3:42][NH:43][CH3:44].C1COCC1.C(O)(=O)C.C(O[BH-](OC(=O)C)OC(=O)C)(=O)C.[Na+]. Product: [Cl:1][C:2]1[C:10]([O:11][CH2:12][CH2:13][CH2:14][O:15][Si:16]([C:19]([CH3:22])([CH3:21])[CH3:20])([CH3:17])[CH3:18])=[CH:9][C:8]([C:23]2[N:24]([C:34]([O:36][C:37]([CH3:39])([CH3:40])[CH3:38])=[O:35])[C:25]3[C:30]([CH:31]=2)=[CH:29][C:28]([CH2:32][N:43]([CH3:44])[CH3:42])=[CH:27][CH:26]=3)=[C:7]2[C:3]=1[CH2:4][NH:5][C:6]2=[O:41]. The catalyst class is: 10. (2) The catalyst class is: 8. Product: [CH3:22][O:21][C:15]1[CH:14]=[C:13]([CH:18]=[CH:17][C:16]=1[O:19][CH3:20])[C:12]([NH2:11])=[O:23]. Reactant: COC(C1C=C(C)SC=1[NH:11][C:12](=[O:23])[C:13]1[CH:18]=[CH:17][C:16]([O:19][CH3:20])=[C:15]([O:21][CH3:22])[CH:14]=1)=O.NN.